This data is from Full USPTO retrosynthesis dataset with 1.9M reactions from patents (1976-2016). The task is: Predict the reactants needed to synthesize the given product. Given the product [NH2:1][C:2]1[CH:3]=[C:4]([C:8]2[C:13]([O:14][CH3:15])=[C:12]([CH:16]=[O:17])[CH:11]=[C:10]([S:18]([NH:21][C:31](=[O:32])[CH2:30][CH2:29][CH2:28][C:22]3[CH:27]=[CH:26][CH:25]=[CH:24][CH:23]=3)(=[O:19])=[O:20])[CH:9]=2)[CH:5]=[CH:6][CH:7]=1, predict the reactants needed to synthesize it. The reactants are: [NH2:1][C:2]1[CH:3]=[C:4]([C:8]2[C:13]([O:14][CH3:15])=[C:12]([CH:16]=[O:17])[CH:11]=[C:10]([S:18]([NH2:21])(=[O:20])=[O:19])[CH:9]=2)[CH:5]=[CH:6][CH:7]=1.[C:22]1([CH2:28][CH2:29][CH2:30][C:31](Cl)=[O:32])[CH:27]=[CH:26][CH:25]=[CH:24][CH:23]=1.